Task: Binary Classification. Given a T-cell receptor sequence (or CDR3 region) and an epitope sequence, predict whether binding occurs between them.. Dataset: TCR-epitope binding with 47,182 pairs between 192 epitopes and 23,139 TCRs (1) The epitope is HTTDPSFLGRY. The TCR CDR3 sequence is CASSPFGQYHTEAFF. Result: 1 (the TCR binds to the epitope). (2) The epitope is CINGVCWTV. The TCR CDR3 sequence is CASSTDRAAQPQHF. Result: 0 (the TCR does not bind to the epitope). (3) The TCR CDR3 sequence is CASSLTRNEQFF. Result: 1 (the TCR binds to the epitope). The epitope is FVDGVPFVV. (4) The epitope is TSDLATNNLVVMAY. The TCR CDR3 sequence is CASSLEGQGELFF. Result: 0 (the TCR does not bind to the epitope). (5) The epitope is RIFTIGTVTLK. The TCR CDR3 sequence is CASSRPSPQYNEQFF. Result: 1 (the TCR binds to the epitope). (6) The epitope is NLVPMVATV. The TCR CDR3 sequence is CASSSVTEAFF. Result: 1 (the TCR binds to the epitope).